Dataset: Reaction yield outcomes from USPTO patents with 853,638 reactions. Task: Predict the reaction yield, written as a fraction of the theoretical maximum amount of product (1.0 means a 100% yield; for example, 0.34 means a 34% yield). (1) The reactants are [Mg].II.Cl[CH2:5][CH2:6][CH2:7][CH2:8][O:9][CH3:10].[Cl:11][C:12]1[C:13]([F:33])=[C:14]([CH:30]=[CH:31][CH:32]=1)[C:15]([C@@H:17]1[CH2:22][CH2:21][CH2:20][N:19]([C:23]([O:25][C:26]([CH3:29])([CH3:28])[CH3:27])=[O:24])[CH2:18]1)=[O:16]. The catalyst is C1COCC1. The product is [Cl:11][C:12]1[C:13]([F:33])=[C:14]([C@:15]([C@@H:17]2[CH2:22][CH2:21][CH2:20][N:19]([C:23]([O:25][C:26]([CH3:28])([CH3:27])[CH3:29])=[O:24])[CH2:18]2)([OH:16])[CH2:5][CH2:6][CH2:7][CH2:8][O:9][CH3:10])[CH:30]=[CH:31][CH:32]=1. The yield is 0.750. (2) The reactants are C([N:8]1[C:16]2[C:15](=[O:17])[N:14]([CH2:18][CH2:19][CH2:20][O:21][Si](C(C)(C)C)(C)C)[C:13](=[O:29])[N:12]([CH3:30])[C:11]=2[N:10]=[C:9]1[O:31][C:32]1[CH:37]=[CH:36][C:35]([F:38])=[C:34]([C:39]([F:42])([F:41])[F:40])[CH:33]=1)C1C=CC=CC=1.C(Cl)Cl.Cl. The catalyst is C(O)C.O.C(OCC)C. The product is [F:38][C:35]1[CH:36]=[CH:37][C:32]([O:31][C:9]2[NH:8][C:16]3[C:15](=[O:17])[N:14]([CH2:18][CH2:19][CH2:20][OH:21])[C:13](=[O:29])[N:12]([CH3:30])[C:11]=3[N:10]=2)=[CH:33][C:34]=1[C:39]([F:40])([F:42])[F:41]. The yield is 0.790. (3) The reactants are [CH:1]([C:3]1[NH:4][C:5]([CH3:11])=[CH:6][C:7]=1[C:8]([OH:10])=O)=[O:2].[CH3:12][N:13]([CH3:19])[C@H:14]1[CH2:18][CH2:17][NH:16][CH2:15]1. No catalyst specified. The product is [CH3:12][N:13]([CH3:19])[C@H:14]1[CH2:18][CH2:17][N:16]([C:8]([C:7]2[CH:6]=[C:5]([CH3:11])[NH:4][C:3]=2[CH:1]=[O:2])=[O:10])[CH2:15]1. The yield is 0.520. (4) The reactants are [C:1]1([N:7]2[C:12](=[O:13])[N:11]([CH3:14])[C:10](=[O:15])C(C#N)=[N:8]2)[CH:6]=[CH:5][CH:4]=[CH:3][CH:2]=1.Cl.[C:19]([OH:22])(=[O:21])[CH3:20]. No catalyst specified. The product is [C:1]1([N:7]2[C:12](=[O:13])[N:11]([CH3:14])[C:10](=[O:15])[C:20]([C:19]([OH:22])=[O:21])=[N:8]2)[CH:2]=[CH:3][CH:4]=[CH:5][CH:6]=1. The yield is 0.457. (5) The reactants are I[C:2]1[C:10]2[C:5](=[N:6][CH:7]=[N:8][C:9]=2[NH2:11])[N:4](C2CCNCC2)[N:3]=1.CN1CCC(=O)CC1.C(O[BH-](OC(=O)C)OC(=O)C)(=O)C.[Na+].C(O)(=O)C.C(=O)(O)[O-].[Na+]. The catalyst is ClCCCl. The product is [NH:4]1[C:5]2=[N:6][CH:7]=[N:8][C:9]([NH2:11])=[C:10]2[CH:2]=[N:3]1. The yield is 0.930. (6) The reactants are [Br:1][C:2]1[CH:7]=[CH:6][C:5]([C:8]2[NH:9][CH:10]=[C:11]([C:13]3[N:17]([CH:18]([CH3:20])[CH3:19])[N:16]=[C:15]([CH3:21])[N:14]=3)[N:12]=2)=[C:4]([F:22])[CH:3]=1.C1(=O)O[CH2:26][CH2:25][O:24]1.CO. The catalyst is C1(C)C=CC=CC=1.C(Cl)Cl. The product is [Br:1][C:2]1[CH:7]=[CH:6][C:5]([C:8]2[N:9]([CH2:26][CH2:25][OH:24])[CH:10]=[C:11]([C:13]3[N:17]([CH:18]([CH3:19])[CH3:20])[N:16]=[C:15]([CH3:21])[N:14]=3)[N:12]=2)=[C:4]([F:22])[CH:3]=1. The yield is 0.710. (7) The product is [N+:15]([C:12]1[CH:11]=[CH:10][C:9]([P:4](=[O:3])([OH:5])[OH:8])=[CH:14][CH:13]=1)([O-:17])=[O:16]. The reactants are C([O:3][P:4]([C:9]1[CH:14]=[CH:13][C:12]([N+:15]([O-:17])=[O:16])=[CH:11][CH:10]=1)(=[O:8])[O:5]CC)C. The catalyst is Cl. The yield is 1.00. (8) The reactants are [OH:1][C:2]1[C:3]2[N:4]([C:11]([CH3:15])=[C:12]([CH3:14])[N:13]=2)[CH:5]=[C:6]([CH2:8][O:9][CH3:10])[CH:7]=1.[O:16]1[CH:18]2[CH2:19][C:20]3[C:25]([CH:17]12)=[CH:24][CH:23]=[CH:22][CH:21]=3.C(N(CC)CC)C.[Cl-].[NH4+]. The catalyst is CO.O. The product is [OH:16][C@@H:18]1[CH2:19][C:20]2[C:25](=[CH:24][CH:23]=[CH:22][CH:21]=2)[C@H:17]1[O:1][C:2]1[C:3]2[N:4]([C:11]([CH3:15])=[C:12]([CH3:14])[N:13]=2)[CH:5]=[C:6]([CH2:8][O:9][CH3:10])[CH:7]=1. The yield is 0.450. (9) The reactants are [CH:1]([NH:4][C:5]1[C:6]([NH2:11])=[CH:7][CH:8]=[CH:9][CH:10]=1)([CH3:3])[CH3:2].[Cl:12][CH2:13][C:14](O)=O. No catalyst specified. The product is [Cl:12][CH2:13][C:14]1[N:4]([CH:1]([CH3:3])[CH3:2])[C:5]2[CH:10]=[CH:9][CH:8]=[CH:7][C:6]=2[N:11]=1. The yield is 0.380. (10) The reactants are Br[CH2:2][CH:3]([C:5]1[CH:10]=[CH:9][C:8]([CH2:11][CH3:12])=[CH:7][N:6]=1)[OH:4].C(=O)([O-])[O-].[K+].[K+]. The catalyst is CO. The product is [CH2:11]([C:8]1[CH:9]=[CH:10][C:5]([CH:3]2[CH2:2][O:4]2)=[N:6][CH:7]=1)[CH3:12]. The yield is 0.900.